From a dataset of Catalyst prediction with 721,799 reactions and 888 catalyst types from USPTO. Predict which catalyst facilitates the given reaction. (1) Reactant: [C:1]1([P:7]([C:11]2[CH:16]=[CH:15][CH:14]=[CH:13][CH:12]=2)[CH2:8][CH2:9][NH2:10])[CH:6]=[CH:5][CH:4]=[CH:3][CH:2]=1.[CH:17](=O)[C:18]1[CH:23]=[CH:22][CH:21]=[CH:20][CH:19]=1. Product: [C:1]1([P:7]([C:11]2[CH:16]=[CH:15][CH:14]=[CH:13][CH:12]=2)[CH2:8][CH2:9][N:10]=[CH:17][C:18]2[CH:23]=[CH:22][CH:21]=[CH:20][CH:19]=2)[CH:2]=[CH:3][CH:4]=[CH:5][CH:6]=1. The catalyst class is: 8. (2) Reactant: [N:1]([C@@H:4]1[C@@H:13]([CH3:14])[O:12][C@H:7]([O:8][CH2:9][CH:10]=[CH2:11])[C@@H:6]([OH:15])[C@H:5]1[OH:16])=[N+:2]=[N-:3].[C:17](OCC)(OCC)([O:19]CC)[CH3:18].C1(C)C=CC(S(O)(=O)=O)=CC=1.C(N(CC)CC)C. Product: [C:17]([O:15][C@H:6]1[C@@H:5]([OH:16])[C@H:4]([N:1]=[N+:2]=[N-:3])[C@@H:13]([CH3:14])[O:12][C@@H:7]1[O:8][CH2:9][CH:10]=[CH2:11])(=[O:19])[CH3:18]. The catalyst class is: 4. (3) Reactant: Cl[C:2]1[N:7]=[N:6][C:5]([CH3:8])=[C:4]([C:9]2[CH:10]=[C:11]([N:17]3[CH2:22][CH2:21][O:20][CH2:19][CH2:18]3)[C:12]([O:15][CH3:16])=[N:13][CH:14]=2)[CH:3]=1.Cl[C:24]1[CH:25]=[C:26]([C:31]2[CH:32]=[C:33]([N:39]3[CH2:44][CH2:43][O:42][CH2:41][CH2:40]3)[C:34]([O:37][CH3:38])=[N:35][CH:36]=2)[N:27]=[N:28][C:29]=1[CH3:30].[OH-].[NH4+]. Product: [CH3:16][O:15][C:12]1[N:13]=[CH:14][C:9]([C:4]2[CH:3]=[C:2]([NH2:27])[N:7]=[N:6][C:5]=2[CH3:8])=[CH:10][C:11]=1[N:17]1[CH2:22][CH2:21][O:20][CH2:19][CH2:18]1.[CH3:38][O:37][C:34]1[N:35]=[CH:36][C:31]([C:26]2[N:27]=[N:28][C:29]([CH3:30])=[C:24]([NH2:6])[CH:25]=2)=[CH:32][C:33]=1[N:39]1[CH2:44][CH2:43][O:42][CH2:41][CH2:40]1. The catalyst class is: 12. (4) Reactant: [OH:1][C:2]1[CH:7]=[CH:6][C:5]([C:8]2[CH:9]=[C:10]3[C:15](=[CH:16][CH:17]=2)[N:14]=[C:13]([C:18]([O:20][CH3:21])=[O:19])[CH:12]=[CH:11]3)=[CH:4][CH:3]=1.[CH:22]1([C:27]2[C:31]([CH2:32]O)=[C:30]([CH:34]3[CH2:38][CH2:37][CH2:36][CH2:35]3)[O:29][N:28]=2)[CH2:26][CH2:25][CH2:24][CH2:23]1.C1(P(C2C=CC=CC=2)C2C=CC=CC=2)C=CC=CC=1.N(C(OC(C)C)=O)=NC(OC(C)C)=O. Product: [CH:22]1([C:27]2[C:31]([CH2:32][O:1][C:2]3[CH:7]=[CH:6][C:5]([C:8]4[CH:9]=[C:10]5[C:15](=[CH:16][CH:17]=4)[N:14]=[C:13]([C:18]([O:20][CH3:21])=[O:19])[CH:12]=[CH:11]5)=[CH:4][CH:3]=3)=[C:30]([CH:34]3[CH2:35][CH2:36][CH2:37][CH2:38]3)[O:29][N:28]=2)[CH2:26][CH2:25][CH2:24][CH2:23]1. The catalyst class is: 4. (5) Reactant: [F:1][C:2]1[CH:7]=[CH:6][C:5]([CH3:8])=[CH:4][C:3]=1[OH:9].[CH2:10]([O:12][C:13](=[O:17])[C:14]#[C:15][CH3:16])[CH3:11].N12CCCN=C1CCCCC2. Product: [CH2:10]([O:12][C:13](=[O:17])[CH:14]=[C:15]([O:9][C:3]1[CH:4]=[C:5]([CH3:8])[CH:6]=[CH:7][C:2]=1[F:1])[CH3:16])[CH3:11]. The catalyst class is: 217. (6) Reactant: [Cl:1][C:2]1[CH:3]=[CH:4][C:5]([N:17]2[CH2:21][CH2:20][CH2:19][C:18]2=[O:22])=[C:6]([CH:16]=1)[CH2:7][NH:8]C(=O)OC(C)(C)C.Cl.O1CCOCC1. Product: [ClH:1].[NH2:8][CH2:7][C:6]1[CH:16]=[C:2]([Cl:1])[CH:3]=[CH:4][C:5]=1[N:17]1[CH2:21][CH2:20][CH2:19][C:18]1=[O:22]. The catalyst class is: 13. (7) Reactant: Cl[C:2]1[C:11]2[C:6](=[CH:7][C:8]([F:15])=[C:9]([N+:12]([O-:14])=[O:13])[CH:10]=2)[N:5]=[CH:4][N:3]=1.[Cl:16][C:17]1[CH:18]=[C:19]([CH:21]=[CH:22][C:23]=1[F:24])[NH2:20]. Product: [Cl:16][C:17]1[CH:18]=[C:19]([NH:20][C:2]2[C:11]3[C:6](=[CH:7][C:8]([F:15])=[C:9]([N+:12]([O-:14])=[O:13])[CH:10]=3)[N:5]=[CH:4][N:3]=2)[CH:21]=[CH:22][C:23]=1[F:24]. The catalyst class is: 10. (8) Reactant: [CH2:1]1[C:10]2[C:5](=[CH:6][CH:7]=[CH:8][CH:9]=2)[CH2:4][CH2:3][NH:2]1.C([O-])([O-])=O.[K+].[K+].Br[CH2:18][CH:19]1[CH2:21][O:20]1. Product: [O:20]1[CH2:21][CH:19]1[CH2:18][N:2]1[CH2:3][CH2:4][C:5]2[C:10](=[CH:9][CH:8]=[CH:7][CH:6]=2)[CH2:1]1. The catalyst class is: 23.